From a dataset of Full USPTO retrosynthesis dataset with 1.9M reactions from patents (1976-2016). Predict the reactants needed to synthesize the given product. (1) Given the product [NH2:1][C:2]1[N:6]([CH:7]2[CH2:12][CH2:11][CH2:10][N:9]([C:13]#[N:14])[CH2:8]2)[N:5]=[C:4]([C:15]2[CH:20]=[CH:19][C:18]([O:21][C:34]3[CH:35]=[CH:36][C:37]([CH3:39])=[CH:38][C:33]=3[CH3:32])=[CH:17][CH:16]=2)[C:3]=1[C:29]([NH2:31])=[O:30], predict the reactants needed to synthesize it. The reactants are: [NH2:1][C:2]1[N:6]([CH:7]2[CH2:12][CH2:11][CH2:10][N:9]([C:13]#[N:14])[CH2:8]2)[N:5]=[C:4]([C:15]2[CH:20]=[CH:19][C:18]([O:21]C3C=CC(Cl)=CC=3)=[CH:17][CH:16]=2)[C:3]=1[C:29]([NH2:31])=[O:30].[CH3:32][C:33]1[CH:38]=[C:37]([CH3:39])[CH:36]=[CH:35][C:34]=1B(O)O. (2) Given the product [F:15][C:16]1[C:36]([C:37]([F:38])([F:39])[F:40])=[N:35][CH:34]=[CH:33][C:17]=1[C:18]([N:20]1[CH2:21][CH2:22][CH:23]([N:26]2[CH2:29][C:28]([CH2:30][C:31]#[N:32])([N:12]3[CH:13]=[C:9]([B:4]4[O:5][C:6]([CH3:7])([CH3:8])[C:2]([CH3:14])([CH3:1])[O:3]4)[CH:10]=[N:11]3)[CH2:27]2)[CH2:24][CH2:25]1)=[O:19], predict the reactants needed to synthesize it. The reactants are: [CH3:1][C:2]1([CH3:14])[C:6]([CH3:8])([CH3:7])[O:5][B:4]([C:9]2[CH:10]=[N:11][NH:12][CH:13]=2)[O:3]1.[F:15][C:16]1[C:36]([C:37]([F:40])([F:39])[F:38])=[N:35][CH:34]=[CH:33][C:17]=1[C:18]([N:20]1[CH2:25][CH2:24][CH:23]([N:26]2[CH2:29][C:28](=[CH:30][C:31]#[N:32])[CH2:27]2)[CH2:22][CH2:21]1)=[O:19].N12CCCNC1CCCC=C2. (3) Given the product [N:4]1[CH:5]=[CH:6][CH:7]=[C:2]([C:13]2[S:17][C:16]([C:18]([O:20][CH2:21][CH3:22])=[O:19])=[CH:15][CH:14]=2)[N:3]=1, predict the reactants needed to synthesize it. The reactants are: Br[C:2]1[N:3]=[N:4][CH:5]=[CH:6][CH:7]=1.C([Sn](CCCC)(CCCC)[C:13]1[S:17][C:16]([C:18]([O:20][CH2:21][CH3:22])=[O:19])=[CH:15][CH:14]=1)CCC.[F-].[Cs+].[F-].[K+]. (4) Given the product [C:13]([O:16][CH:17]1[CH2:20][C:19]([CH2:21][C:22]([O:24][CH2:25][CH3:26])=[O:23])([C:7]2[CH:8]=[CH:9][C:4]([OH:3])=[CH:5][CH:6]=2)[CH2:18]1)(=[O:15])[CH3:14], predict the reactants needed to synthesize it. The reactants are: [OH-].[Na+].[OH:3][C:4]1[CH:9]=[CH:8][C:7](B(O)O)=[CH:6][CH:5]=1.[C:13]([O:16][CH:17]1[CH2:20][C:19](=[CH:21][C:22]([O:24][CH2:25][CH3:26])=[O:23])[CH2:18]1)(=[O:15])[CH3:14].Cl. (5) Given the product [Br:1][C:2]1[CH:3]=[C:4]([C:8]2[C:17]3[C:12](=[N:13][CH:14]=[C:15]([C:18](=[O:19])[C:23]4[CH:28]=[CH:27][C:26]([Cl:29])=[CH:25][CH:24]=4)[CH:16]=3)[N:11]([CH3:30])[C:10](=[O:31])[CH:9]=2)[CH:5]=[CH:6][CH:7]=1, predict the reactants needed to synthesize it. The reactants are: [Br:1][C:2]1[CH:3]=[C:4]([C:8]2[C:17]3[C:12](=[N:13][CH:14]=[C:15]([C:18]4([C:23]5[CH:28]=[CH:27][C:26]([Cl:29])=[CH:25][CH:24]=5)OCC[O:19]4)[CH:16]=3)[N:11]([CH3:30])[C:10](=[O:31])[CH:9]=2)[CH:5]=[CH:6][CH:7]=1.Cl. (6) Given the product [OH:24][C:19]1[CH:18]=[C:17]([C:15]([C@@H:4]2[C@:5]3([CH3:14])[C@H:10]([C:9]([CH3:12])([CH3:13])[CH2:8][CH2:7][CH2:6]3)[CH2:11][C@@H:2]([NH:1]/[C:34](=[N:33]/[C:31]([O:30][C:26]([CH3:29])([CH3:28])[CH3:27])=[O:32])/[NH:35][C:36](=[O:37])[O:38][C:39]([CH3:42])([CH3:41])[CH3:40])[C@H:3]2[CH3:25])=[O:16])[CH:22]=[C:21]([CH3:23])[CH:20]=1, predict the reactants needed to synthesize it. The reactants are: [NH2:1][C@@H:2]1[CH2:11][C@@H:10]2[C@:5]([CH3:14])([CH2:6][CH2:7][CH2:8][C:9]2([CH3:13])[CH3:12])[C@@H:4]([C:15]([C:17]2[CH:18]=[C:19]([OH:24])[CH:20]=[C:21]([CH3:23])[CH:22]=2)=[O:16])[C@@H:3]1[CH3:25].[C:26]([O:30][C:31]([NH:33][C:34](N1C=CC=N1)=[N:35][C:36]([O:38][C:39]([CH3:42])([CH3:41])[CH3:40])=[O:37])=[O:32])([CH3:29])([CH3:28])[CH3:27].C(N(CC)C(C)C)(C)C. (7) Given the product [Cl:27][C:28]1[CH:33]=[CH:32][C:31]([S:34]([NH:1][C:4]2[C:13]3[C:8](=[CH:9][CH:10]=[CH:11][CH:12]=3)[C:7]([O:14][C@@H:15]3[CH2:19][CH2:18][N:17]([C:20]([O:22][C:23]([CH3:26])([CH3:25])[CH3:24])=[O:21])[CH2:16]3)=[CH:6][CH:5]=2)(=[O:36])=[O:35])=[CH:30][CH:29]=1, predict the reactants needed to synthesize it. The reactants are: [N+:1]([C:4]1[C:13]2[C:8](=[CH:9][CH:10]=[CH:11][CH:12]=2)[C:7]([O:14][C@@H:15]2[CH2:19][CH2:18][N:17]([C:20]([O:22][C:23]([CH3:26])([CH3:25])[CH3:24])=[O:21])[CH2:16]2)=[CH:6][CH:5]=1)([O-])=O.[Cl:27][C:28]1[CH:33]=[CH:32][C:31]([S:34](Cl)(=[O:36])=[O:35])=[CH:30][CH:29]=1. (8) Given the product [CH3:3][N:4]1[C:12]([C:13]2[CH:14]=[CH:15][C:16]3[N:17]([N:19]=[CH:20][N:21]=3)[CH:18]=2)=[C:11]([C:23]2[CH:24]=[C:25]([CH3:29])[CH:26]=[CH:27][CH:28]=2)[C:10](=[O:30])[N:5]1[CH3:6], predict the reactants needed to synthesize it. The reactants are: Cl.Cl.[CH3:3][NH:4][NH:5][CH3:6].C(O[C:10](=[O:30])[CH:11]([C:23]1[CH:24]=[C:25]([CH3:29])[CH:26]=[CH:27][CH:28]=1)[C:12](=O)[C:13]1[CH:14]=[CH:15][C:16]2[N:17]([N:19]=[CH:20][N:21]=2)[CH:18]=1)C. (9) Given the product [NH:22]1[CH2:23][CH2:24][CH:19]([O:18][C:17]2[CH:16]=[CH:15][C:14]([NH:13][C:11]([CH:9]3[CH2:10][N:7]([C:3]4[CH:2]=[N:1][CH:6]=[CH:5][CH:4]=4)[CH2:8]3)=[O:12])=[CH:33][CH:32]=2)[CH2:20][CH2:21]1, predict the reactants needed to synthesize it. The reactants are: [N:1]1[CH:6]=[CH:5][CH:4]=[C:3]([N:7]2[CH2:10][CH:9]([C:11]([NH:13][C:14]3[CH:33]=[CH:32][C:17]([O:18][CH:19]4[CH2:24][CH2:23][N:22](C(OC(C)(C)C)=O)[CH2:21][CH2:20]4)=[CH:16][CH:15]=3)=[O:12])[CH2:8]2)[CH:2]=1.FC(F)(F)C(O)=O.